This data is from Experimentally validated miRNA-target interactions with 360,000+ pairs, plus equal number of negative samples. The task is: Binary Classification. Given a miRNA mature sequence and a target amino acid sequence, predict their likelihood of interaction. (1) The miRNA is hsa-miR-3662 with sequence GAAAAUGAUGAGUAGUGACUGAUG. The protein sequence of the target gene is MKTFTWTLGVLFFLLVDTGHCRGGQFKIKKINQRRYPRATDGKEEAKKCAYTFLVPEQRITGPICVNTKGQDASTIKDMITRMDLENLKDVLSRQKREIDVLQLVVDVDGNIVNEVKLLRKESRNMNSRVTQLYMQLLHEIIRKRDNSLELSQLENKILNVTTEMLKMATRYRELEVKYASLTDLVNNQSVMITLLEEQCLRIFSRQDTHVSPPLVQVVPQHIPNSQQYTPGLLGGNEIQRDPGYPRDLMPPPDLATSPTKSPFKIPPVTFINEGPFKDCQQAKEAGHSVSGIYMIKPEN.... Result: 0 (no interaction). (2) The protein sequence of the target gene is MLRTTRGPGLGPPLLQAALGLGRAGWHWPAGRAASGGRGRAWLQPTGRETGVQVYNSLTGRKEPLIVAHAEAASWYSCGPTVYDHAHLGHACSYVRFDIIRRILTKVFGCSIVMVMGITDVDDKIIKRANEMNISPASLASLYEEDFKQDMAALKVLPPTVYLRVTENIPQIISFIEGIIARGNAYSTAKGNVYFDLKSRGDKYGKLVGVVPGPVGEPADSDKRHASDFALWKAAKPQEVFWASPWGPGRPGWHIECSAIASMVFGSQLDIHSGGIDLAFPHHENEIAQCEVFHQCEQWG.... Result: 0 (no interaction). The miRNA is hsa-miR-1469 with sequence CUCGGCGCGGGGCGCGGGCUCC. (3) Result: 0 (no interaction). The protein sequence of the target gene is MNNKFDALKDDDSGDHDQNEENSTQKDGEKEKTDRDKSQSSGKRKAVVPGPAEHPLQYNYTFWYSRRTPGRPTSSQSYEQNIKQIGTFASVEQFWKFYSHMVRPGDLTGHSDFHLFKEGIKPMWEDDANKNGGKWIIRLRKGLASRCWENLILAMLGEQFMVGEEICGAVVSVRFQEDIISIWNKTASDQATTARIRDTLRRVLNLPPNTIMEYKTHTDSIKMPGRLGPQRLLFQNLWKPRLNVP. The miRNA is dme-miR-5-5p with sequence AAAGGAACGAUCGUUGUGAUAUG. (4) The miRNA is hsa-miR-6893-3p with sequence CCCUGCUGCCUUCACCUGCCAG. The protein sequence of the target gene is MERPEPPPGTAAGQEEQELRERAFFSWAEFSRFFDAWCQQRLALFFVKSSMHLARCRWASAPPLYTLIDVLKYSYVRLVCKDVRAPSRPAVGPPQPGCPAFIIVKLSPLRDRLVVTECQLTHSHPACPLEFAYYFRPGHLLANACLPVRTTNKISKQFVAPADVRRLLSYCKGRDHGVLDALHVLEGLFRTDPEAKVKLVFVEDQAVVETVFFLTSRTRALLRRFPRMLLVDRLPGLQGALDLLAVLCVDGSGRARQAACCVARPGTPSLLRFALASLLQSAPDVKGRVRCLTAGPEVAA.... Result: 1 (interaction). (5) The miRNA is hsa-miR-7153-5p with sequence UGAGAACUGACAAAUGUGGUAGG. The protein sequence of the target gene is MAQLEGYCFSAALSCTFLVSCLLFSAFSRALREPYMDEIFHLPQAQRYCEGHFSLSQWDPMITTLPGLYLVSVGVVKPAIWIFAWSEHVVCSIGMLRFVNLLFSVGNFYLLYLLFHKVQPRNKAASSIQRVLSTLTLAVFPTLYFFNFLYYTEAGSMFFTLFAYLMCLYGNHKTSAFLGFCGFMFRQTNIIWAVFCAGNVIAQKLTEAWKTELQKKEDRLPPIKGPFAEFRKILQFLLAYSMSFKNLSMLFCLTWPYILLGFLFCAFVVVNGGIVIGDRSSHEACLHFPQLFYFFSFTLF.... Result: 1 (interaction). (6) The miRNA is hsa-miR-1-3p with sequence UGGAAUGUAAAGAAGUAUGUAU. The protein sequence of the target gene is MFSKLAHLQRFAVLSRGVHSSVASATSVATKKTVQGPPTSDDIFEREYKYGAHNYHPLPVALERGKGIYLWDVEGRKYFDFLSSYSAVNQGHCHPKIVNALKSQVDKLTLTSRAFYNNVLGEYEEYITKLFNYHKVLPMNTGVEAGETACKLARKWGYTVKGIQKYKAKIVFAAGNFWGRTLSAISSSTDPTSYDGFGPFMPGFDIIPYNDLPALERALQDPNVAAFMVEPIQGEAGVVVPDPGYLMGVRELCTRHQVLFIADEIQTGLARTGRWLAVDYENVRPDIVLLGKALSGGLYP.... Result: 1 (interaction). (7) The miRNA is hsa-miR-26b-5p with sequence UUCAAGUAAUUCAGGAUAGGU. The protein sequence of the target gene is MASWGGEKRGGAEGSPKPAVYATRKTPSVGSQGDQWYLGYPGDQWSSGFPYSWWKNSVGSESKHGEGALDQPQHDVRLEDLGELHRAARSGDVPGVEHILAPGDTGVDKRDRKKSIQQLVPEYKEKQTPESLPQNNNPDWHPTNLTLSDETCQRSKNLKVDDKCPSVSPSMPENQSATKELGQMNLTEREKMDTGVVLLSGNDTLHDLCQSQLPENKESKEAEQDSELTSEEEQERLKGCENKQPQKTSQEPEMAKDCDREDIPIYPVLPHVQKSEEMWIEQGKLEWKNQLKLVINELKQ.... Result: 1 (interaction).